From a dataset of Forward reaction prediction with 1.9M reactions from USPTO patents (1976-2016). Predict the product of the given reaction. The product is: [F:41][C:38]1[CH:39]=[CH:40][C:35]([C@@H:11]2[CH2:10][C@@:9]([OH:8])([CH3:42])[CH2:18][C@@H:17]3[N:12]2[C:13](=[O:34])/[C:14](=[CH:19]/[C:20]2[CH:25]=[CH:24][C:23]([N:26]4[CH:30]=[C:29]([CH3:31])[N:28]=[CH:27]4)=[C:22]([O:32][CH3:33])[CH:21]=2)/[CH2:15][CH2:16]3)=[CH:36][CH:37]=1. Given the reactants [Si]([O:8][C@:9]1([CH3:42])[CH2:18][C@@H:17]2[N:12]([C:13](=[O:34])/[C:14](=[CH:19]/[C:20]3[CH:25]=[CH:24][C:23]([N:26]4[CH:30]=[C:29]([CH3:31])[N:28]=[CH:27]4)=[C:22]([O:32][CH3:33])[CH:21]=3)/[CH2:15][CH2:16]2)[C@H:11]([C:35]2[CH:40]=[CH:39][C:38]([F:41])=[CH:37][CH:36]=2)[CH2:10]1)(C(C)(C)C)(C)C.[Cl-].[NH4+].C(OCC)(=O)C, predict the reaction product.